From a dataset of Peptide-MHC class I binding affinity with 185,985 pairs from IEDB/IMGT. Regression. Given a peptide amino acid sequence and an MHC pseudo amino acid sequence, predict their binding affinity value. This is MHC class I binding data. (1) The MHC is HLA-A32:01 with pseudo-sequence HLA-A32:01. The peptide sequence is RQVEKVETW. The binding affinity (normalized) is 0.595. (2) The peptide sequence is ALDEKWNEFK. The MHC is HLA-A03:01 with pseudo-sequence HLA-A03:01. The binding affinity (normalized) is 0.514. (3) The peptide sequence is AYQQGVKTL. The MHC is HLA-B07:02 with pseudo-sequence HLA-B07:02. The binding affinity (normalized) is 0.0847. (4) The peptide sequence is REPWDEWVVEV. The MHC is H-2-Kk with pseudo-sequence H-2-Kk. The binding affinity (normalized) is 0.130. (5) The peptide sequence is SIFSRIGDPA. The MHC is Patr-A0101 with pseudo-sequence Patr-A0101. The binding affinity (normalized) is 0. (6) The peptide sequence is GMWCVLASR. The MHC is HLA-A02:01 with pseudo-sequence HLA-A02:01. The binding affinity (normalized) is 0.0847. (7) The peptide sequence is GFNTLKPIFK. The MHC is HLA-A03:01 with pseudo-sequence HLA-A03:01. The binding affinity (normalized) is 0.543.